From a dataset of Full USPTO retrosynthesis dataset with 1.9M reactions from patents (1976-2016). Predict the reactants needed to synthesize the given product. (1) The reactants are: [C:1]1([C:7]([C:15]2[CH:20]=[CH:19][CH:18]=[CH:17][CH:16]=2)([CH:9]2[CH2:14][CH2:13][NH:12][CH2:11][CH2:10]2)[OH:8])[CH:6]=[CH:5][CH:4]=[CH:3][CH:2]=1.CC1C=CC(S(O[CH2:32][CH2:33][C:34]2[CH:35]=[N:36][C:37]([C:40]([CH3:43])([CH3:42])[CH3:41])=[CH:38][CH:39]=2)(=O)=O)=CC=1.C(#N)C. Given the product [C:40]([C:37]1[N:36]=[CH:35][C:34]([CH2:33][CH2:32][N:12]2[CH2:13][CH2:14][CH:9]([C:7]([C:15]3[CH:20]=[CH:19][CH:18]=[CH:17][CH:16]=3)([C:1]3[CH:2]=[CH:3][CH:4]=[CH:5][CH:6]=3)[OH:8])[CH2:10][CH2:11]2)=[CH:39][CH:38]=1)([CH3:43])([CH3:42])[CH3:41], predict the reactants needed to synthesize it. (2) The reactants are: C([O:8][C:9]1[CH:10]=[N:11][CH:12]=[CH:13][C:14]=1[C:15]1[O:16][C:17]2[CH:23]=[CH:22][C:21]([C:24]([CH3:27])([CH3:26])[CH3:25])=[CH:20][C:18]=2[N:19]=1)C1C=CC=CC=1.[H][H]. Given the product [C:24]([C:21]1[CH:22]=[CH:23][C:17]2[O:16][C:15]([C:14]3[CH:13]=[CH:12][N:11]=[CH:10][C:9]=3[OH:8])=[N:19][C:18]=2[CH:20]=1)([CH3:27])([CH3:25])[CH3:26], predict the reactants needed to synthesize it. (3) Given the product [NH2:14][N:6]1[CH:7]=[CH:8][C:4]([Br:3])=[C:5]1[C:9]([O:11][CH2:12][CH3:13])=[O:10], predict the reactants needed to synthesize it. The reactants are: [H-].[Na+].[Br:3][C:4]1[CH:8]=[CH:7][NH:6][C:5]=1[C:9]([O:11][CH2:12][CH3:13])=[O:10].[N+:14](C1C=C([N+]([O-])=O)C=CC=1ON)([O-])=O.O.